Dataset: Reaction yield outcomes from USPTO patents with 853,638 reactions. Task: Predict the reaction yield, written as a fraction of the theoretical maximum amount of product (1.0 means a 100% yield; for example, 0.34 means a 34% yield). (1) The reactants are [CH2:1]([N:8]1[C:17]2[C:12](=[CH:13][C:14]([CH:19]=O)=[C:15]([OH:18])[CH:16]=2)[CH2:11][CH2:10][CH2:9]1)[C:2]1[CH:7]=[CH:6][CH:5]=[CH:4][CH:3]=1.C(O)(=O)C.[N+:25](CC)([O-])=O.C([O-])(=O)C.[Na+]. The catalyst is O. The product is [CH2:1]([N:8]1[C:17]2[C:12](=[CH:13][C:14]([C:19]#[N:25])=[C:15]([OH:18])[CH:16]=2)[CH2:11][CH2:10][CH2:9]1)[C:2]1[CH:7]=[CH:6][CH:5]=[CH:4][CH:3]=1. The yield is 0.450. (2) The reactants are O.O.O.O.O.O.O.O.O=[C:10]1[C:15](=O)[C:14](=O)[C:13](=O)[C:12](=O)[C:11]1=O.[C:21]1([NH2:28])[CH:26]=[CH:25][CH:24]=[CH:23][C:22]=1[NH2:27]. The catalyst is C(O)(=O)C.C(O)C.C(Cl)(Cl)Cl. The product is [CH:10]1[C:15]2[C:14](=[N:27][C:22]3[C:23]4[C:24]([C:25]5[C:26]([C:21]=3[N:28]=2)=[N:28][C:21]2[C:22](=[CH:23][CH:24]=[CH:25][CH:26]=2)[N:27]=5)=[N:28][C:21]2[C:22](=[CH:23][CH:24]=[CH:25][CH:26]=2)[N:27]=4)[CH:13]=[CH:12][CH:11]=1. The yield is 0.400. (3) The reactants are [C:1]([O:5][C:6](=[O:18])[CH2:7][C@H:8]1[CH2:13][C@@H:12]([CH2:14][OH:15])[O:11][C:10]([CH3:17])([CH3:16])[O:9]1)([CH3:4])([CH3:3])[CH3:2].C(N(CC)C(C)C)(C)C.[C:28]1([CH3:38])[CH:33]=[CH:32][C:31]([S:34](Cl)(=[O:36])=[O:35])=[CH:30][CH:29]=1. The catalyst is CN(C)C1C=CN=CC=1.ClCCl. The product is [C:1]([O:5][C:6](=[O:18])[CH2:7][C@H:8]1[CH2:13][C@@H:12]([CH2:14][O:15][S:34]([C:31]2[CH:32]=[CH:33][C:28]([CH3:38])=[CH:29][CH:30]=2)(=[O:36])=[O:35])[O:11][C:10]([CH3:17])([CH3:16])[O:9]1)([CH3:3])([CH3:2])[CH3:4]. The yield is 0.800.